This data is from Forward reaction prediction with 1.9M reactions from USPTO patents (1976-2016). The task is: Predict the product of the given reaction. Given the reactants [Br:1][C:2]1[CH:8]=[C:7]([C:9]2[CH:14]=[CH:13][CH:12]=[CH:11][N:10]=2)[C:5](N)=[C:4]([N+:15]([O-:17])=[O:16])[C:3]=1[F:18].[I:19]I, predict the reaction product. The product is: [Br:1][C:2]1[C:3]([F:18])=[C:4]([N+:15]([O-:17])=[O:16])[C:5]([I:19])=[C:7]([C:9]2[CH:14]=[CH:13][CH:12]=[CH:11][N:10]=2)[CH:8]=1.